This data is from Forward reaction prediction with 1.9M reactions from USPTO patents (1976-2016). The task is: Predict the product of the given reaction. (1) Given the reactants Cl[C:2]1[CH:3]=[C:4]([C:9]2[N:13]3[C:14]4[N:22]=[C:21]([O:23][CH3:24])[CH:20]=[CH:19][C:15]=4[N:16]=[C:17]([CH3:18])[C:12]3=[C:11]([CH3:25])[N:10]=2)[CH:5]=[C:6](Cl)[CH:7]=1.[CH3:26][O:27]C1C=C(B(O)O)C=CC=1.C([O-])([O-])=O.[K+].[K+], predict the reaction product. The product is: [CH3:24][O:23][C:21]1[CH:20]=[CH:19][C:15]2[N:16]=[C:17]([CH3:18])[C:12]3[N:13]([C:9]([C:4]4[CH:5]=[CH:6][CH:7]=[C:2]([O:27][CH3:26])[CH:3]=4)=[N:10][C:11]=3[CH3:25])[C:14]=2[N:22]=1. (2) Given the reactants Cl[C:2]1[C:3]2[C:4](=[CH:15][N:16](CC3C=CC(OC)=CC=3)[N:17]=2)[N:5]=[C:6]([CH:8]2[CH2:13][CH2:12][N:11]([CH3:14])[CH2:10][CH2:9]2)[N:7]=1.[Cl:27][C:28]1[CH:34]=[CH:33][C:31]([NH2:32])=[CH:30][CH:29]=1.Cl, predict the reaction product. The product is: [Cl:27][C:28]1[CH:34]=[CH:33][C:31]([NH:32][C:2]2[C:3]3[NH:17][N:16]=[CH:15][C:4]=3[N:5]=[C:6]([CH:8]3[CH2:9][CH2:10][N:11]([CH3:14])[CH2:12][CH2:13]3)[N:7]=2)=[CH:30][CH:29]=1. (3) Given the reactants [CH2:1]([N:8]([CH2:21][C:22]1[CH:27]=[CH:26][CH:25]=[CH:24][CH:23]=1)[CH2:9][CH2:10][CH2:11][CH2:12][CH2:13][CH2:14][CH2:15][CH2:16][CH2:17][CH2:18][CH2:19][OH:20])[C:2]1[CH:7]=[CH:6][CH:5]=[CH:4][CH:3]=1.[CH3:28][S:29](Cl)(=[O:31])=[O:30].CCN(CC)CC, predict the reaction product. The product is: [CH2:1]([N:8]([CH2:21][C:22]1[CH:23]=[CH:24][CH:25]=[CH:26][CH:27]=1)[CH2:9][CH2:10][CH2:11][CH2:12][CH2:13][CH2:14][CH2:15][CH2:16][CH2:17][CH2:18][CH2:19][O:20][S:29]([CH3:28])(=[O:31])=[O:30])[C:2]1[CH:7]=[CH:6][CH:5]=[CH:4][CH:3]=1. (4) The product is: [N:1]1([CH2:9][C:10]2[CH:19]=[CH:18][C:13]([C:14]([O:16][CH3:17])=[O:15])=[CH:12][CH:11]=2)[CH2:7][CH2:6][CH2:5][NH:4][CH2:3][CH2:2]1. Given the reactants [NH:1]1[CH2:7][CH2:6][CH2:5][NH:4][CH2:3][CH2:2]1.Br[CH2:9][C:10]1[CH:19]=[CH:18][C:13]([C:14]([O:16][CH3:17])=[O:15])=[CH:12][CH:11]=1.C(N(CC)CC)C.C(=O)(O)[O-].[Na+], predict the reaction product. (5) Given the reactants Cl.Cl[C:3]1[CH:8]=[CH:7][N:6]=[CH:5][CH:4]=1.C(N(CC)CC)C.[C:16]([O:24]CC)(=[O:23])[C:17]1[CH:22]=[CH:21][N:20]=[CH:19][CH:18]=1, predict the reaction product. The product is: [N:6]1[CH:7]=[CH:8][C:3]([N:20]2[CH2:21][CH2:22][CH:17]([C:16]([OH:24])=[O:23])[CH2:18][CH2:19]2)=[CH:4][CH:5]=1.